From a dataset of Forward reaction prediction with 1.9M reactions from USPTO patents (1976-2016). Predict the product of the given reaction. The product is: [Cl:1][C:2]1[NH:3][CH:4]=[C:5]([N+:7]([O-:9])=[O:8])[N:6]=1. Given the reactants [Cl:1][C:2]1[NH:3][C:4](I)=[C:5]([N+:7]([O-:9])=[O:8])[N:6]=1.[BH4-].C([N+](CCCC)(CCCC)CCCC)CCC.Cl, predict the reaction product.